Dataset: Reaction yield outcomes from USPTO patents with 853,638 reactions. Task: Predict the reaction yield, written as a fraction of the theoretical maximum amount of product (1.0 means a 100% yield; for example, 0.34 means a 34% yield). (1) The reactants are [CH:1]12[N:7]([C:8]3[CH:9]=[CH:10][C:11]([N+:20]([O-])=O)=[C:12]([C:14]#[C:15][CH2:16][N:17]([CH3:19])[CH3:18])[CH:13]=3)[CH:4]([CH2:5][CH2:6]1)[CH2:3][CH2:2]2. The catalyst is O.[Fe]. The product is [CH:1]12[N:7]([C:8]3[CH:9]=[CH:10][C:11]([NH2:20])=[C:12]([C:14]#[C:15][CH2:16][N:17]([CH3:19])[CH3:18])[CH:13]=3)[CH:4]([CH2:5][CH2:6]1)[CH2:3][CH2:2]2. The yield is 0.480. (2) The reactants are Cl[C:2]1[C:11]2[C:6](=[CH:7][CH:8]=[CH:9][CH:10]=2)[NH:5][C:4](=[O:12])[C:3]=1[C:13]#[N:14].COC1C=CC(C[NH2:22])=CC=1. The catalyst is CN(C=O)C. The product is [NH2:22][C:2]1[C:11]2[C:6](=[CH:7][CH:8]=[CH:9][CH:10]=2)[NH:5][C:4](=[O:12])[C:3]=1[C:13]#[N:14]. The yield is 0.250. (3) The reactants are [K+].[Br-].I[C:4]1[CH:5]=[CH:6][C:7]([C:20]([O:22][CH3:23])=[O:21])=[C:8]([NH:10][C:11]2[CH:19]=[CH:18][CH:17]=[CH:16][C:12]=2[C:13]([OH:15])=O)[CH:9]=1.C(N(CC)CCNC(C1C=CC2C(=CC=C([I:42])C=2)N=1)=O)C. The catalyst is ClCCl.C(O)C. The product is [I:42][C:5]1[CH:6]=[C:7]([C:20]([O:22][CH3:23])=[O:21])[C:8]2[NH:10][C:11]3[C:12](=[CH:16][CH:17]=[CH:18][CH:19]=3)[C:13](=[O:15])[C:9]=2[CH:4]=1. The yield is 0.850. (4) The reactants are Br[C:2]1[CH:14]=[CH:13][C:12]2[C:11]3[C:6](=[CH:7][C:8]([Br:15])=[CH:9][CH:10]=3)[C:5]([CH3:17])([CH3:16])[C:4]=2[CH:3]=1.[CH:18]1[C:26]2[C:25]3[CH:27]=[CH:28][CH:29]=[CH:30][C:24]=3[S:23][C:22]=2[CH:21]=[CH:20][C:19]=1B(O)O.C([O-])([O-])=O.[K+].[K+]. The catalyst is C1(C)C=CC=CC=1.O.C1C=CC(P(C2C=CC=CC=2)C2C=CC=CC=2)=CC=1.C1C=CC(P(C2C=CC=CC=2)C2C=CC=CC=2)=CC=1.C1C=CC(P(C2C=CC=CC=2)C2C=CC=CC=2)=CC=1.C1C=CC(P(C2C=CC=CC=2)C2C=CC=CC=2)=CC=1.[Pd]. The product is [Br:15][C:8]1[CH:7]=[C:6]2[C:11]([C:12]3[CH:13]=[CH:14][C:2]([C:28]4[CH:29]=[CH:30][C:24]5[S:23][C:22]6[CH:21]=[CH:20][CH:19]=[CH:18][C:26]=6[C:25]=5[CH:27]=4)=[CH:3][C:4]=3[C:5]2([CH3:16])[CH3:17])=[CH:10][CH:9]=1. The yield is 0.500. (5) The reactants are [F:1][C:2]([F:16])([F:15])[C:3]1[CH:4]=[C:5]([CH:8]=[C:9]([C:11]([F:14])([F:13])[F:12])[CH:10]=1)[CH:6]=O.[NH2:17][C@H:18]1[CH2:24][CH2:23][CH2:22][N:21]([C:25]([O:27][C:28]([CH3:31])([CH3:30])[CH3:29])=[O:26])[C:20]2[CH:32]=[C:33]([C:37]([F:40])([F:39])[F:38])[C:34]([CH3:36])=[CH:35][C:19]1=2.[BH4-].[Na+]. The catalyst is CO. The product is [F:1][C:2]([F:16])([F:15])[C:3]1[CH:4]=[C:5]([CH:8]=[C:9]([C:11]([F:14])([F:13])[F:12])[CH:10]=1)[CH2:6][NH:17][C@H:18]1[CH2:24][CH2:23][CH2:22][N:21]([C:25]([O:27][C:28]([CH3:31])([CH3:30])[CH3:29])=[O:26])[C:20]2[CH:32]=[C:33]([C:37]([F:40])([F:38])[F:39])[C:34]([CH3:36])=[CH:35][C:19]1=2. The yield is 0.980. (6) The reactants are [Cl:1][C:2]1[CH:11]=[C:10]([O:12][CH3:13])[C:9]([N:14]2[CH:18]=[CH:17][CH:16]=[N:15]2)=[CH:8][C:3]=1[C:4](OC)=[O:5].[NH3:19]. The catalyst is CO.O. The product is [Cl:1][C:2]1[CH:11]=[C:10]([O:12][CH3:13])[C:9]([N:14]2[CH:18]=[CH:17][CH:16]=[N:15]2)=[CH:8][C:3]=1[C:4]([NH2:19])=[O:5]. The yield is 0.420. (7) The reactants are Cl.[F:2][C:3]([F:16])([F:15])[CH2:4][O:5][C:6]1[N:11]=[CH:10][C:9]([CH:12]([NH2:14])[CH3:13])=[CH:8][CH:7]=1.[NH2:17][C:18]1[N:23]=[C:22]([C:24](O)=[O:25])[CH:21]=[CH:20][CH:19]=1. No catalyst specified. The product is [NH2:17][C:18]1[N:23]=[C:22]([C:24]([NH:14][CH:12]([C:9]2[CH:10]=[N:11][C:6]([O:5][CH2:4][C:3]([F:2])([F:15])[F:16])=[CH:7][CH:8]=2)[CH3:13])=[O:25])[CH:21]=[CH:20][CH:19]=1. The yield is 0.280.